Dataset: Forward reaction prediction with 1.9M reactions from USPTO patents (1976-2016). Task: Predict the product of the given reaction. Given the reactants [F:1][C:2]1([F:33])[O:6][C:5]2[CH:7]=[CH:8][C:9]([C:11]3([C:14]([NH:16][C@H:17]4[CH2:22][CH2:21][O:20][C@@H:19]([C:23]5[CH:32]=[CH:31][C:26]([C:27]([O:29][CH3:30])=[O:28])=[CH:25][CH:24]=5)[CH2:18]4)=[O:15])[CH2:13][CH2:12]3)=[CH:10][C:4]=2[O:3]1.C(NCC)C, predict the reaction product. The product is: [F:33][C:2]1([F:1])[O:6][C:5]2[CH:7]=[CH:8][C:9]([C:11]3([C:14]([NH:16][C@@H:17]4[CH2:22][CH2:21][O:20][C@H:19]([C:23]5[CH:24]=[CH:25][C:26]([C:27]([O:29][CH3:30])=[O:28])=[CH:31][CH:32]=5)[CH2:18]4)=[O:15])[CH2:13][CH2:12]3)=[CH:10][C:4]=2[O:3]1.